This data is from Full USPTO retrosynthesis dataset with 1.9M reactions from patents (1976-2016). The task is: Predict the reactants needed to synthesize the given product. (1) Given the product [C:1]([O:5][C:6]([N:8]1[CH2:13][CH2:12][CH:11]([N:14]([CH2:15][C:16]2[CH:17]=[CH:18][C:19]([N+:22]([O-:24])=[O:23])=[CH:20][CH:21]=2)[C:43](=[O:44])[C:42]2[CH:46]=[CH:47][C:39]([CH2:34][CH2:35][CH2:36][CH2:37][CH3:38])=[CH:40][CH:41]=2)[CH2:10][CH2:9]1)=[O:7])([CH3:4])([CH3:2])[CH3:3], predict the reactants needed to synthesize it. The reactants are: [C:1]([O:5][C:6]([N:8]1[CH2:13][CH2:12][CH:11]([NH:14][CH2:15][C:16]2[CH:21]=[CH:20][C:19]([N+:22]([O-:24])=[O:23])=[CH:18][CH:17]=2)[CH2:10][CH2:9]1)=[O:7])([CH3:4])([CH3:3])[CH3:2].CCN(C(C)C)C(C)C.[CH2:34]([C:39]1[CH:47]=[CH:46][C:42]([C:43](Cl)=[O:44])=[CH:41][CH:40]=1)[CH2:35][CH2:36][CH2:37][CH3:38].C(=O)(O)[O-].[Na+]. (2) Given the product [F:28][C:24]1[CH:23]=[C:22]2[C:27]([C:18]([N:1]3[CH2:6][CH2:5][S:4][C:3]4[N:7]=[CH:8][C:9]([N:11]5[CH2:12][CH2:13][O:14][CH2:15][CH2:16]5)=[CH:10][C:2]3=4)=[C:19]([CH3:35])[C:20]([C:29]3[CH:34]=[CH:33][CH:32]=[CH:31][N:30]=3)=[N:21]2)=[CH:26][CH:25]=1, predict the reactants needed to synthesize it. The reactants are: [NH:1]1[CH2:6][CH2:5][S:4][C:3]2[N:7]=[CH:8][C:9]([N:11]3[CH2:16][CH2:15][O:14][CH2:13][CH2:12]3)=[CH:10][C:2]1=2.Cl[C:18]1[C:27]2[C:22](=[CH:23][C:24]([F:28])=[CH:25][CH:26]=2)[N:21]=[C:20]([C:29]2[CH:34]=[CH:33][CH:32]=[CH:31][N:30]=2)[C:19]=1[CH3:35].CC(C)([O-])C.[Na+]. (3) The reactants are: [C:1]1([P:7]([C:21]2[CH:26]=[CH:25][CH:24]=[CH:23][CH:22]=2)([C:15]2[CH:20]=[CH:19][CH:18]=[CH:17][CH:16]=2)=[C:8]2[CH2:12][C:11](=[O:13])[O:10][C:9]2=[O:14])[CH:6]=[CH:5][CH:4]=[CH:3][CH:2]=1.[CH3:27][OH:28]. Given the product [CH3:27][O:28][C:9](=[O:14])[C:8](=[P:7]([C:21]1[CH:26]=[CH:25][CH:24]=[CH:23][CH:22]=1)([C:15]1[CH:16]=[CH:17][CH:18]=[CH:19][CH:20]=1)[C:1]1[CH:6]=[CH:5][CH:4]=[CH:3][CH:2]=1)[CH2:12][C:11]([OH:13])=[O:10], predict the reactants needed to synthesize it. (4) Given the product [CH3:30][C:31]1([CH3:55])[CH2:40][CH2:39][C:38]2[N:37]=[CH:36][N:35]=[C:34]([N:41]3[CH2:47][C:46]4[CH:48]=[C:49]([C:2]5[CH:3]=[C:4]6[NH:10][CH:9]=[N:8][C:5]6=[N:6][CH:7]=5)[CH:50]=[CH:51][C:45]=4[O:44][CH2:43][CH2:42]3)[C:33]=2[CH2:32]1, predict the reactants needed to synthesize it. The reactants are: Br[C:2]1[CH:3]=[C:4]2[N:10](C(C3C=CC=CC=3)(C3C=CC=CC=3)C3C=CC=CC=3)[CH:9]=[N:8][C:5]2=[N:6][CH:7]=1.[CH3:30][C:31]1([CH3:55])[CH2:40][CH2:39][C:38]2[N:37]=[CH:36][N:35]=[C:34]([N:41]3[CH2:47][C:46]4[CH:48]=[C:49](B(O)O)[CH:50]=[CH:51][C:45]=4[O:44][CH2:43][CH2:42]3)[C:33]=2[CH2:32]1.